This data is from Forward reaction prediction with 1.9M reactions from USPTO patents (1976-2016). The task is: Predict the product of the given reaction. (1) Given the reactants [C:1]([O:5][C:6]([N:8]1[CH2:16][C:15]2[C:10](=[CH:11][CH:12]=[C:13](I)[CH:14]=2)[CH2:9]1)=[O:7])([CH3:4])([CH3:3])[CH3:2], predict the reaction product. The product is: [C:1]([O:5][C:6]([N:8]1[CH2:16][C:15]2[C:10](=[CH:11][CH:12]=[C:13]([O:5][CH:1]([CH3:3])[CH3:2])[CH:14]=2)[CH2:9]1)=[O:7])([CH3:4])([CH3:3])[CH3:2]. (2) Given the reactants [ClH:1].[CH3:2][O:3][C:4]1[CH:5]=[C:6]([C:14]#[C:15]/[CH:16]=[CH:17]/[C:18]([N:20]2[CH2:25][CH2:24][N:23]([CH2:26][C:27]3[CH:32]=[CH:31][C:30]([CH2:33][N:34]4[CH2:39][CH2:38][N:37]([C:40](=[O:57])/[CH:41]=[CH:42]/[C:43]#[C:44][C:45]5[CH:50]=[C:49]([O:51][CH3:52])[C:48]([O:53][CH3:54])=[C:47]([O:55][CH3:56])[CH:46]=5)[CH2:36][CH2:35]4)=[CH:29][CH:28]=3)[CH2:22][CH2:21]2)=[O:19])[CH:7]=[C:8]([O:12][CH3:13])[C:9]=1[O:10][CH3:11], predict the reaction product. The product is: [ClH:1].[ClH:1].[CH3:52][O:51][C:49]1[CH:50]=[C:45]([C:44]#[C:43]/[CH:42]=[CH:41]/[C:40]([N:37]2[CH2:38][CH2:39][N:34]([CH2:33][C:30]3[CH:31]=[CH:32][C:27]([CH2:26][N:23]4[CH2:22][CH2:21][N:20]([C:18](=[O:19])/[CH:17]=[CH:16]/[C:15]#[C:14][C:6]5[CH:7]=[C:8]([O:12][CH3:13])[C:9]([O:10][CH3:11])=[C:4]([O:3][CH3:2])[CH:5]=5)[CH2:25][CH2:24]4)=[CH:28][CH:29]=3)[CH2:35][CH2:36]2)=[O:57])[CH:46]=[C:47]([O:55][CH3:56])[C:48]=1[O:53][CH3:54]. (3) Given the reactants [O:1]1[CH2:6][CH2:5][N:4]([C:7]2[CH:12]=[CH:11][C:10]([NH:13][C:14]3[N:15]=[C:16](O)[C:17]4[CH:23]=[CH:22][N:21]=[C:20]([C:24]5[CH:29]=[CH:28][CH:27]=[C:26]([N+:30]([O-:32])=[O:31])[CH:25]=5)[C:18]=4[N:19]=3)=[CH:9][CH:8]=2)[CH2:3][CH2:2]1.O=P(Cl)(Cl)[Cl:36], predict the reaction product. The product is: [Cl:36][C:16]1[C:17]2[CH:23]=[CH:22][N:21]=[C:20]([C:24]3[CH:29]=[CH:28][CH:27]=[C:26]([N+:30]([O-:32])=[O:31])[CH:25]=3)[C:18]=2[N:19]=[C:14]([NH:13][C:10]2[CH:11]=[CH:12][C:7]([N:4]3[CH2:5][CH2:6][O:1][CH2:2][CH2:3]3)=[CH:8][CH:9]=2)[N:15]=1. (4) Given the reactants [Cl:1][C:2]1[C:6]2[C:7]([F:13])=[CH:8][CH:9]=[C:10]([O:11][CH3:12])[C:5]=2[S:4][C:3]=1C(O)=O.[N+](=C1CCCCCCCCCC1C1CCCCCCCCCC1)=[N-], predict the reaction product. The product is: [Cl:1][C:2]1[C:6]2[C:7]([F:13])=[CH:8][CH:9]=[C:10]([O:11][CH3:12])[C:5]=2[S:4][CH:3]=1. (5) Given the reactants [CH3:1][O:2][C:3](=[O:26])[CH2:4][N:5]1[C:13](=[O:14])[C:12]2[C:7](=[CH:8][CH:9]=[C:10]([O:15][C:16]3[C:21]([CH3:22])=[CH:20][CH:19]=[CH:18][C:17]=3[CH2:23][CH3:24])[CH:11]=2)[C:6]1=[O:25].[Na].Cl.CCOC(C)=O.[CH2:35](O)[CH2:36][CH2:37]C, predict the reaction product. The product is: [CH2:1]([O:2][C:3]([C:4]1[N:5]=[C:6]([OH:25])[C:7]2[C:12]([C:13]=1[OH:14])=[CH:11][C:10]([O:15][C:16]1[C:21]([CH3:22])=[CH:20][CH:19]=[CH:18][C:17]=1[CH2:23][CH3:24])=[CH:9][CH:8]=2)=[O:26])[CH2:35][CH2:36][CH3:37]. (6) Given the reactants [CH:1]1([N:5]2[CH2:10][CH2:9][N:8]([C:11]([C:13]3[CH:14]=[C:15]4[C:19](=[CH:20][CH:21]=3)[NH:18][C:17]([C:22]([N:24]3[CH2:29][CH2:28][C:27]([F:31])([F:30])[CH2:26][CH2:25]3)=[O:23])=[CH:16]4)=[O:12])[CH2:7][CH2:6]2)[CH2:4][CH2:3][CH2:2]1.[F:32][C:33]1[CH:34]=[C:35](B(O)O)[CH:36]=[C:37]([F:39])[CH:38]=1.N1C=CC=CC=1, predict the reaction product. The product is: [CH:1]1([N:5]2[CH2:6][CH2:7][N:8]([C:11]([C:13]3[CH:14]=[C:15]4[C:19](=[CH:20][CH:21]=3)[N:18]([C:35]3[CH:34]=[C:33]([F:32])[CH:38]=[C:37]([F:39])[CH:36]=3)[C:17]([C:22]([N:24]3[CH2:25][CH2:26][C:27]([F:30])([F:31])[CH2:28][CH2:29]3)=[O:23])=[CH:16]4)=[O:12])[CH2:9][CH2:10]2)[CH2:2][CH2:3][CH2:4]1. (7) Given the reactants C([N:8](CC1C=CC=CC=1)[C:9]1[N:17]=[CH:16][N:15]=[C:14]2[C:10]=1[NH:11][C:12](=[O:35])[N:13]2[C:18]1[CH:34]=[CH:33][C:21]2[O:22][CH2:23][CH2:24][N:25]([C:26]([O:28][C:29]([CH3:32])([CH3:31])[CH3:30])=[O:27])[C:20]=2[CH:19]=1)C1C=CC=CC=1.Cl, predict the reaction product. The product is: [NH2:8][C:9]1[N:17]=[CH:16][N:15]=[C:14]2[C:10]=1[NH:11][C:12](=[O:35])[N:13]2[C:18]1[CH:34]=[CH:33][C:21]2[O:22][CH2:23][CH2:24][N:25]([C:26]([O:28][C:29]([CH3:31])([CH3:32])[CH3:30])=[O:27])[C:20]=2[CH:19]=1. (8) Given the reactants [CH3:1][C:2]1[O:3][CH:4]=[CH:5][C:6]=1[C:7]([O:9][CH3:10])=[O:8].[Br:11]N1C(=O)CCC1=O.O, predict the reaction product. The product is: [Br:11][C:4]1[O:3][C:2]([CH3:1])=[C:6]([C:7]([O:9][CH3:10])=[O:8])[CH:5]=1.